From a dataset of Full USPTO retrosynthesis dataset with 1.9M reactions from patents (1976-2016). Predict the reactants needed to synthesize the given product. (1) Given the product [C:22]([C:19]1[S:18][C:17]([NH:16][C:14](=[O:15])[CH:13]([C:10]2[CH:11]=[CH:12][C:7]([S:4]([CH:1]3[CH2:3][CH2:2]3)(=[O:5])=[O:6])=[CH:8][CH:9]=2)[CH2:24][CH:25]2[CH2:30][CH2:29][O:28][CH2:27][CH2:26]2)=[N:21][CH:20]=1)#[N:38], predict the reactants needed to synthesize it. The reactants are: [CH:1]1([S:4]([C:7]2[CH:12]=[CH:11][C:10]([CH:13]([CH2:24][CH:25]3[CH2:30][CH2:29][O:28][CH2:27][CH2:26]3)[C:14]([NH:16][C:17]3[S:18][C:19]([CH:22]=O)=[CH:20][N:21]=3)=[O:15])=[CH:9][CH:8]=2)(=[O:6])=[O:5])[CH2:3][CH2:2]1.CC(OC(C)=O)=O.[N:38]1C=CC=CC=1. (2) Given the product [NH:2]1[C:10]2[C:5](=[CH:6][CH:7]=[CH:8][CH:9]=2)[CH:4]=[CH:3]1, predict the reactants needed to synthesize it. The reactants are: Cl.[NH:2]1[C:10]2[C:5](=[CH:6][CH:7]=[CH:8][CH:9]=2)[CH:4]=[CH:3]1.ClN1C(=O)CCC1=O.